The task is: Predict the reactants needed to synthesize the given product.. This data is from Retrosynthesis with 50K atom-mapped reactions and 10 reaction types from USPTO. Given the product CC(C)(C)OC(=O)N1CCN(c2ccc(-c3cncc4ccc(C(=O)OCC[Si](C)(C)C)cc34)cc2)CC1, predict the reactants needed to synthesize it. The reactants are: CC(C)(C)OC(=O)N1CCN(c2ccc(B3OC(C)(C)C(C)(C)O3)cc2)CC1.C[Si](C)(C)CCOC(=O)c1ccc2cncc(OS(=O)(=O)C(F)(F)F)c2c1.